Dataset: NCI-60 drug combinations with 297,098 pairs across 59 cell lines. Task: Regression. Given two drug SMILES strings and cell line genomic features, predict the synergy score measuring deviation from expected non-interaction effect. (1) Drug 1: CC1OCC2C(O1)C(C(C(O2)OC3C4COC(=O)C4C(C5=CC6=C(C=C35)OCO6)C7=CC(=C(C(=C7)OC)O)OC)O)O. Drug 2: C1C(C(OC1N2C=NC(=NC2=O)N)CO)O. Cell line: A549. Synergy scores: CSS=36.2, Synergy_ZIP=-1.14, Synergy_Bliss=-0.641, Synergy_Loewe=-5.11, Synergy_HSA=0.371. (2) Drug 1: CC(CN1CC(=O)NC(=O)C1)N2CC(=O)NC(=O)C2. Drug 2: C1=CC(=CC=C1C#N)C(C2=CC=C(C=C2)C#N)N3C=NC=N3. Cell line: SN12C. Synergy scores: CSS=19.4, Synergy_ZIP=-6.35, Synergy_Bliss=-1.20, Synergy_Loewe=-3.55, Synergy_HSA=-3.39. (3) Drug 1: C1=CC(=CC=C1CCCC(=O)O)N(CCCl)CCCl. Drug 2: COC1=C2C(=CC3=C1OC=C3)C=CC(=O)O2. Cell line: A498. Synergy scores: CSS=10.1, Synergy_ZIP=-4.11, Synergy_Bliss=-5.89, Synergy_Loewe=-9.44, Synergy_HSA=-8.74.